The task is: Predict the reaction yield, written as a fraction of the theoretical maximum amount of product (1.0 means a 100% yield; for example, 0.34 means a 34% yield).. This data is from Reaction yield outcomes from USPTO patents with 853,638 reactions. (1) The reactants are [CH3:1][N:2]1[C:10]2[C:5](=[N:6][C:7]([C@@H:17]([NH2:19])[CH3:18])=[C:8]([N:11]3[CH2:16][CH2:15][O:14][CH2:13][CH2:12]3)[CH:9]=2)[CH:4]=[CH:3]1.Cl[C:21]1[C:26]([C:27]#[N:28])=[C:25](Cl)[N:24]=[C:23]([S:30][CH3:31])[N:22]=1.CC[N:34](CC)CC. The catalyst is C1COCC1.CCOC(C)=O. The product is [NH2:34][C:21]1[C:26]([C:27]#[N:28])=[C:25]([NH:19][C@H:17]([C:7]2[N:6]=[C:5]3[CH:4]=[CH:3][N:2]([CH3:1])[C:10]3=[CH:9][C:8]=2[N:11]2[CH2:12][CH2:13][O:14][CH2:15][CH2:16]2)[CH3:18])[N:24]=[C:23]([S:30][CH3:31])[N:22]=1. The yield is 0.610. (2) The reactants are [Cl:1][C:2]1[N:7]=[C:6]([NH:8][C:9]2[CH:17]=[C:16]3[C:12]([C:13]([CH3:18])=[N:14][NH:15]3)=[CH:11][CH:10]=2)[CH:5]=[CH:4][N:3]=1.C(N(CC)CC)C.C(#N)C.[C:29](O[C:29]([O:31][C:32]([CH3:35])([CH3:34])[CH3:33])=[O:30])([O:31][C:32]([CH3:35])([CH3:34])[CH3:33])=[O:30]. The catalyst is CN(C)C1C=CN=CC=1.O.CN(C=O)C. The product is [Cl:1][C:2]1[N:7]=[C:6]([NH:8][C:9]2[CH:17]=[C:16]3[C:12]([C:13]([CH3:18])=[N:14][N:15]3[C:29]([O:31][C:32]([CH3:35])([CH3:34])[CH3:33])=[O:30])=[CH:11][CH:10]=2)[CH:5]=[CH:4][N:3]=1. The yield is 0.850. (3) The reactants are [Cl:1][C:2]1[CH:7]=[CH:6][C:5]([C:8]2([C:13]([NH2:15])=O)[CH2:12][CH2:11][O:10][CH2:9]2)=[CH:4][CH:3]=1.COC1C=CC(P2(=S)SP(=S)(C3C=CC(OC)=CC=3)[S:25]2)=CC=1. The yield is 0.739. The catalyst is C1COCC1. The product is [Cl:1][C:2]1[CH:7]=[CH:6][C:5]([C:8]2([C:13](=[S:25])[NH2:15])[CH2:12][CH2:11][O:10][CH2:9]2)=[CH:4][CH:3]=1.